This data is from Forward reaction prediction with 1.9M reactions from USPTO patents (1976-2016). The task is: Predict the product of the given reaction. (1) Given the reactants [CH3:1][C:2]([CH3:25])([O:4][C:5](=[O:24])[NH:6][CH2:7][CH2:8][O:9][CH2:10][CH2:11][O:12][CH2:13][CH2:14][O:15][CH2:16][CH2:17][O:18][CH2:19][CH2:20][C:21]([OH:23])=O)[CH3:3].[B-](F)(F)(F)F.CN(C(ON1C(=O)CCC1=O)=[N+](C)C)C.C(N(CC)C(C)C)(C)C.[NH2:55][CH2:56][C:57]1[CH:58]=[C:59]([CH:76]=[CH:77][CH:78]=1)[C:60]([NH:62][CH2:63][CH2:64][O:65][CH2:66][CH2:67][O:68][CH2:69][CH2:70][CH2:71][CH2:72][CH2:73][CH2:74][Cl:75])=[O:61], predict the reaction product. The product is: [Cl:75][CH2:74][CH2:73][CH2:72][CH2:71][CH2:70][CH2:69][O:68][CH2:67][CH2:66][O:65][CH2:64][CH2:63][NH:62][C:60]([C:59]1[CH:58]=[C:57]([CH2:56][NH:55][C:21](=[O:23])[CH2:20][CH2:19][O:18][CH2:17][CH2:16][O:15][CH2:14][CH2:13][O:12][CH2:11][CH2:10][O:9][CH2:8][CH2:7][NH:6][C:5](=[O:24])[O:4][C:2]([CH3:1])([CH3:3])[CH3:25])[CH:78]=[CH:77][CH:76]=1)=[O:61]. (2) Given the reactants [F:1][CH2:2][S:3](Cl)(=[O:5])=[O:4].S([O-])([O-])=O.[Na+].[Na+].C(=O)(O)[O-].[Na+].[Br:18][C:19]1[CH:20]=[CH:21][C:22]([CH2:25]Cl)=[N:23][CH:24]=1, predict the reaction product. The product is: [Br:18][C:19]1[CH:20]=[CH:21][C:22]([CH2:25][S:3]([CH2:2][F:1])(=[O:5])=[O:4])=[N:23][CH:24]=1. (3) Given the reactants Br[C:2]1[CH:3]=[CH:4][C:5]([NH2:8])=[N:6][CH:7]=1.[CH3:9][C:10]1(C)[C:14](C)(C)OB(C(C)=C)O1.C([O-])([O-])=O.[K+].[K+], predict the reaction product. The product is: [CH2:9]=[C:10]([C:2]1[CH:3]=[CH:4][C:5]([NH2:8])=[N:6][CH:7]=1)[CH3:14]. (4) The product is: [C:17]([O:16][C:14]([N:12]1[C:11]2[CH:21]=[C:22]([Cl:28])[C:23]([N:25]([CH3:26])[CH3:27])=[CH:24][C:10]=2[O:9][CH:8]([C:6]([OH:7])=[O:5])[CH2:13]1)=[O:15])([CH3:20])([CH3:18])[CH3:19]. Given the reactants [Li+].[OH-].CC[O:5][C:6]([CH:8]1[CH2:13][N:12]([C:14]([O:16][C:17]([CH3:20])([CH3:19])[CH3:18])=[O:15])[C:11]2[CH:21]=[C:22]([Cl:28])[C:23]([N:25]([CH3:27])[CH3:26])=[CH:24][C:10]=2[O:9]1)=[O:7], predict the reaction product. (5) Given the reactants CCN(C(C)C)C(C)C.C1CN([P+](ON2N=NC3C=CC=CC2=3)(N2CCCC2)N2CCCC2)CC1.F[P-](F)(F)(F)(F)F.[NH2:43][CH2:44][C:45]([NH:47][CH2:48][C:49]([F:52])([F:51])[F:50])=[O:46].[Br:53][C:54]1[CH:62]=[C:61](/[CH:63]=[CH:64]/[CH:65]([C:70]2[CH:75]=[C:74]([Cl:76])[C:73]([OH:77])=[C:72]([Cl:78])[CH:71]=2)[C:66]([F:69])([F:68])[F:67])[CH:60]=[CH:59][C:55]=1[C:56](O)=[O:57], predict the reaction product. The product is: [Br:53][C:54]1[CH:62]=[C:61](/[CH:63]=[CH:64]/[CH:65]([C:70]2[CH:71]=[C:72]([Cl:78])[C:73]([OH:77])=[C:74]([Cl:76])[CH:75]=2)[C:66]([F:69])([F:68])[F:67])[CH:60]=[CH:59][C:55]=1[C:56]([NH:43][CH2:44][C:45](=[O:46])[NH:47][CH2:48][C:49]([F:52])([F:51])[F:50])=[O:57]. (6) Given the reactants C[O:2][C:3](=[O:35])[CH2:4][C:5]1[CH:10]=[CH:9][CH:8]=[C:7]([S:11]([C:14]2[CH:19]=[CH:18][C:17]([O:20][CH2:21][CH2:22][C:23]3[N:24]=[C:25]([C:29]4[CH:34]=[CH:33][CH:32]=[CH:31][CH:30]=4)[O:26][C:27]=3[CH3:28])=[CH:16][CH:15]=2)(=[O:13])=[O:12])[CH:6]=1.[OH-].[K+].O1CCCC1.Cl, predict the reaction product. The product is: [CH3:28][C:27]1[O:26][C:25]([C:29]2[CH:34]=[CH:33][CH:32]=[CH:31][CH:30]=2)=[N:24][C:23]=1[CH2:22][CH2:21][O:20][C:17]1[CH:18]=[CH:19][C:14]([S:11]([C:7]2[CH:6]=[C:5]([CH2:4][C:3]([OH:35])=[O:2])[CH:10]=[CH:9][CH:8]=2)(=[O:13])=[O:12])=[CH:15][CH:16]=1. (7) Given the reactants [CH3:1][C:2]1[CH:7]=[CH:6][N:5]=[CH:4][C:3]=1[N:8]1[CH2:12][CH2:11][NH:10][C:9]1=[O:13].Br[C:15]1[CH:23]=[CH:22][C:21]2[C:17](=[CH:18][N:19]([CH3:24])[N:20]=2)[CH:16]=1.N[C@@H]1CCCC[C@H]1N.P([O-])([O-])([O-])=O.[K+].[K+].[K+], predict the reaction product. The product is: [CH3:24][N:19]1[CH:18]=[C:17]2[C:21]([CH:22]=[CH:23][C:15]([N:10]3[CH2:11][CH2:12][N:8]([C:3]4[CH:4]=[N:5][CH:6]=[CH:7][C:2]=4[CH3:1])[C:9]3=[O:13])=[CH:16]2)=[N:20]1.